From a dataset of Full USPTO retrosynthesis dataset with 1.9M reactions from patents (1976-2016). Predict the reactants needed to synthesize the given product. (1) The reactants are: [Br:1][C:2]1[CH:3]=[CH:4][CH:5]=[C:6]2[C:10]=1[N:9]([CH3:11])[N:8]=[C:7]2[NH:12][C:13](=[O:18])[C:14]([F:17])([F:16])[F:15].[CH3:19]C(C)([O-])C.[K+].IC. Given the product [Br:1][C:2]1[CH:3]=[CH:4][CH:5]=[C:6]2[C:10]=1[N:9]([CH3:11])[N:8]=[C:7]2[N:12]([CH3:19])[C:13](=[O:18])[C:14]([F:16])([F:15])[F:17], predict the reactants needed to synthesize it. (2) Given the product [F:22][C:19]([F:21])([F:20])[C:18]([NH:17][C@H:9]1[CH2:8][CH2:7][C:6]2[C:11](=[C:12]([O:15][CH3:16])[CH:13]=[CH:14][C:5]=2[S:2]([NH:1][C:36]2[N:41]=[CH:40][CH:39]=[CH:38][N:37]=2)(=[O:3])=[O:4])[CH2:10]1)=[O:23], predict the reactants needed to synthesize it. The reactants are: [NH2:1][S:2]([C:5]1[CH:14]=[CH:13][C:12]([O:15][CH3:16])=[C:11]2[C:6]=1[CH2:7][CH2:8][C@H:9]([NH:17][C:18](=[O:23])[C:19]([F:22])([F:21])[F:20])[CH2:10]2)(=[O:4])=[O:3].[H-].[Na+].CCN(C(C)C)C(C)C.Cl[C:36]1[N:41]=[CH:40][CH:39]=[CH:38][N:37]=1. (3) The reactants are: [C:1]([O:5][C:6]([N:8]1[CH2:11][CH2:10][C@H:9]1[C:12](O)=[O:13])=[O:7])([CH3:4])([CH3:3])[CH3:2]. Given the product [C:1]([O:5][C:6]([N:8]1[CH2:11][CH2:10][C@H:9]1[CH2:12][OH:13])=[O:7])([CH3:4])([CH3:3])[CH3:2], predict the reactants needed to synthesize it. (4) Given the product [CH3:19][O:18][C:13]1[CH:14]=[CH:15][CH:16]=[CH:17][C:12]=1[C:4]1[N:3]=[C:2]([CH:28]([NH2:29])[CH2:27][NH2:26])[C:11]2[C:6](=[CH:7][CH:8]=[CH:9][CH:10]=2)[N:5]=1, predict the reactants needed to synthesize it. The reactants are: Cl[C:2]1[C:11]2[C:6](=[CH:7][CH:8]=[CH:9][CH:10]=2)[N:5]=[C:4]([C:12]2[CH:17]=[CH:16][CH:15]=[CH:14][C:13]=2[O:18][CH3:19])[N:3]=1.C(OC(=O)[NH:26][CH2:27][CH2:28][NH2:29])(C)(C)C.O. (5) Given the product [O:15]=[C:7]1[CH:6]=[C:5]([CH2:4][N:22]([C:19]2[CH:20]=[CH:21][N:16]=[CH:17][CH:18]=2)[C:23]([C:25]2[O:26][CH:27]=[CH:28][CH:29]=2)=[O:24])[C:14]2[C:9](=[CH:10][CH:11]=[CH:12][CH:13]=2)[NH:8]1, predict the reactants needed to synthesize it. The reactants are: [H-].[Na+].Br[CH2:4][C:5]1[C:14]2[C:9](=[CH:10][CH:11]=[CH:12][CH:13]=2)[NH:8][C:7](=[O:15])[CH:6]=1.[N:16]1[CH:21]=[CH:20][C:19]([NH:22][C:23]([C:25]2[O:26][CH:27]=[CH:28][CH:29]=2)=[O:24])=[CH:18][CH:17]=1. (6) Given the product [F:1][C:2]1[N:7]2[C:10]([CH:11]([CH2:21][C:22]3[CH:23]=[N:24][C:25]([O:28][CH3:29])=[CH:26][CH:27]=3)[CH2:12][NH:13][C:14](=[O:20])[O:15][C:16]([CH3:19])([CH3:18])[CH3:17])=[N:9][N:8]=[C:6]2[CH:5]=[C:4]([C:31]2[CH:36]=[CH:35][N:34]=[C:33]([NH:37][C:38]3[N:39]([CH3:43])[N:40]=[CH:41][CH:42]=3)[N:32]=2)[CH:3]=1, predict the reactants needed to synthesize it. The reactants are: [F:1][C:2]1[N:7]=[C:6]([NH:8][NH:9][C:10](=O)[CH:11]([CH2:21][C:22]2[CH:23]=[N:24][C:25]([O:28][CH3:29])=[CH:26][CH:27]=2)[CH2:12][NH:13][C:14](=[O:20])[O:15][C:16]([CH3:19])([CH3:18])[CH3:17])[CH:5]=[C:4]([C:31]2[CH:36]=[CH:35][N:34]=[C:33]([NH:37][C:38]3[N:39]([CH3:43])[N:40]=[CH:41][CH:42]=3)[N:32]=2)[CH:3]=1.C1C=CC(P(C2C=CC=CC=2)C2C=CC=CC=2)=CC=1.BrBr.CCN(C(C)C)C(C)C. (7) Given the product [N+:16]([C:14]1[N:13]=[C:12]([S:19]([C:22]2[CH:23]=[CH:24][C:25]([N+:28]([O-:30])=[O:29])=[CH:26][CH:27]=2)(=[O:21])=[O:20])[N:11]([CH2:10][C@:7]([OH:8])([CH3:6])[CH2:9][N:34]2[CH2:33][CH2:32][N:31]([C:37]([O:39][CH2:40][CH:41]=[CH:42][C:43]3[CH:48]=[CH:47][C:46]([C:49]([F:51])([F:52])[F:50])=[CH:45][CH:44]=3)=[O:38])[CH2:36][CH2:35]2)[CH:15]=1)([O-:18])=[O:17], predict the reactants needed to synthesize it. The reactants are: CN(C)C=O.[CH3:6][C@@:7]1([CH2:10][N:11]2[CH:15]=[C:14]([N+:16]([O-:18])=[O:17])[N:13]=[C:12]2[S:19]([C:22]2[CH:27]=[CH:26][C:25]([N+:28]([O-:30])=[O:29])=[CH:24][CH:23]=2)(=[O:21])=[O:20])[CH2:9][O:8]1.[N:31]1([C:37]([O:39][CH2:40][CH:41]=[CH:42][C:43]2[CH:48]=[CH:47][C:46]([C:49]([F:52])([F:51])[F:50])=[CH:45][CH:44]=2)=[O:38])[CH2:36][CH2:35][NH:34][CH2:33][CH2:32]1.O. (8) Given the product [CH2:56]([C:53]1[CH:52]=[CH:51][C:50]([CH2:49][C:43]2[CH:42]=[C:41]([C@@H:10]3[CH2:11][C@H:12]([CH2:31][O:32][CH2:33][C:34]4[CH:39]=[CH:38][CH:37]=[CH:36][CH:35]=4)[C@@H:13]([O:23][CH2:24][C:25]4[CH:26]=[CH:27][CH:28]=[CH:29][CH:30]=4)[C@H:14]([O:15][CH2:16][C:17]4[CH:18]=[CH:19][CH:20]=[CH:21][CH:22]=4)[C@H:9]3[O:8][CH2:1][C:2]3[CH:3]=[CH:4][CH:5]=[CH:6][CH:7]=3)[CH:46]=[CH:45][C:44]=2[O:47][CH3:48])=[CH:55][CH:54]=1)[CH3:57], predict the reactants needed to synthesize it. The reactants are: [CH2:1]([O:8][C@@H:9]1[C@@H:14]([O:15][CH2:16][C:17]2[CH:22]=[CH:21][CH:20]=[CH:19][CH:18]=2)[C@H:13]([O:23][CH2:24][C:25]2[CH:30]=[CH:29][CH:28]=[CH:27][CH:26]=2)[C@@H:12]([CH2:31][O:32][CH2:33][C:34]2[CH:39]=[CH:38][CH:37]=[CH:36][CH:35]=2)[CH2:11][C@@:10]1([C:41]1[CH:46]=[CH:45][C:44]([O:47][CH3:48])=[C:43]([CH2:49][C:50]2[CH:55]=[CH:54][C:53]([CH2:56][CH3:57])=[CH:52][CH:51]=2)[CH:42]=1)O)[C:2]1[CH:7]=[CH:6][CH:5]=[CH:4][CH:3]=1.C([SiH](CC)CC)C.C(=O)([O-])O.[Na+]. (9) Given the product [CH2:1]([O:8][CH2:9][CH2:10][CH2:11][C@H:12]([C:21]1[C:25]([CH:26]2[CH2:27][CH2:28]2)=[C:24]([C:29]2[CH:33]=[C:32]([C:34](=[O:39])[C:35]([CH3:38])([CH3:37])[CH3:36])[O:31][N:30]=2)[O:23][N:22]=1)[CH2:13][C:14]([O:16][C:17]([CH3:20])([CH3:19])[CH3:18])=[O:15])[C:2]1[CH:7]=[CH:6][CH:5]=[CH:4][CH:3]=1, predict the reactants needed to synthesize it. The reactants are: [CH2:1]([O:8][CH2:9][CH2:10][CH2:11][C@H:12]([C:21]1[C:25]([CH:26]2[CH2:28][CH2:27]2)=[C:24]([C:29]2[CH:33]=[C:32]([CH:34]([OH:39])[C:35]([CH3:38])([CH3:37])[CH3:36])[O:31][N:30]=2)[O:23][N:22]=1)[CH2:13][C:14]([O:16][C:17]([CH3:20])([CH3:19])[CH3:18])=[O:15])[C:2]1[CH:7]=[CH:6][CH:5]=[CH:4][CH:3]=1.CC(OI1(OC(C)=O)(OC(C)=O)OC(=O)C2C=CC=CC1=2)=O.S([O-])([O-])=O.[Na+].[Na+].C(=O)([O-])O.[Na+].